Predict which catalyst facilitates the given reaction. From a dataset of Catalyst prediction with 721,799 reactions and 888 catalyst types from USPTO. (1) Reactant: [F:1][C:2]1[C:7]([C:8]2[CH:9]=[CH:10][C:11]3[C:12]4[CH:20]=[N:19][NH:18][C:13]=4[N:14]=[CH:15][C:16]=3[CH:17]=2)=[C:6]([F:21])[CH:5]=[CH:4][C:3]=1[NH:22][S:23]([CH2:26][CH2:27][CH3:28])(=[O:25])=[O:24].C1C(=O)N([Br:36])C(=O)C1. Product: [Br:36][C:20]1[C:12]2[C:11]3[CH:10]=[CH:9][C:8]([C:7]4[C:2]([F:1])=[C:3]([NH:22][S:23]([CH2:26][CH2:27][CH3:28])(=[O:24])=[O:25])[CH:4]=[CH:5][C:6]=4[F:21])=[CH:17][C:16]=3[CH:15]=[N:14][C:13]=2[NH:18][N:19]=1. The catalyst class is: 23. (2) Reactant: Br[C:2]1[S:6][C:5]([C:7]([O:9][CH3:10])=[O:8])=[CH:4][C:3]=1[C:11]1[CH:16]=[CH:15][CH:14]=[CH:13][CH:12]=1.[C:17](B1OC(C)(C)C(C)(C)O1)([CH3:19])=[CH2:18].C([O-])([O-])=O.[Na+].[Na+].C1C=CC(P(C2C=CC=CC=2)C2C=CC=CC=2)=CC=1.[NH4+].[Cl-]. The catalyst class is: 160. Product: [C:17]([C:2]1[S:6][C:5]([C:7]([O:9][CH3:10])=[O:8])=[CH:4][C:3]=1[C:11]1[CH:16]=[CH:15][CH:14]=[CH:13][CH:12]=1)([CH3:19])=[CH2:18]. (3) Reactant: [CH:1]1([N:7]2[C:10]([CH3:12])([CH3:11])[C:9](=[O:13])[N:8]2[CH:14]2[CH:21]3[CH2:22][CH:17]4[CH2:18][CH:19]([CH2:23][CH:15]2[CH2:16]4)[CH2:20]3)[CH2:6][CH2:5][CH2:4][CH:3]=[CH:2]1. Product: [CH:1]1([N:7]2[C:10]([CH3:11])([CH3:12])[C:9](=[O:13])[N:8]2[CH:14]2[CH:21]3[CH2:20][CH:19]4[CH2:18][CH:17]([CH2:16][CH:15]2[CH2:23]4)[CH2:22]3)[CH2:2][CH2:3][CH2:4][CH2:5][CH2:6]1. The catalyst class is: 178.